This data is from Reaction yield outcomes from USPTO patents with 853,638 reactions. The task is: Predict the reaction yield, written as a fraction of the theoretical maximum amount of product (1.0 means a 100% yield; for example, 0.34 means a 34% yield). (1) The reactants are C(OC1C=CN([CH2:15][C:16]([C:18]2[CH:23]=[CH:22][C:21]([CH2:24][OH:25])=[CH:20][C:19]=2[CH3:26])=[O:17])C(=O)C=1)C1C=CC=CC=1.[CH3:28][O:29][C:30]1[CH:31]=[CH:32][C:33]([CH2:36][O:37][C:38]2[CH:43]=[N:42][NH:41][C:40](=[O:44])[CH:39]=2)=[N:34][CH:35]=1. No catalyst specified. The product is [OH:25][CH2:24][C:21]1[CH:22]=[CH:23][C:18]([C:16](=[O:17])[CH2:15][N:41]2[C:40](=[O:44])[CH:39]=[C:38]([O:37][CH2:36][C:33]3[CH:32]=[CH:31][C:30]([O:29][CH3:28])=[CH:35][N:34]=3)[CH:43]=[N:42]2)=[C:19]([CH3:26])[CH:20]=1. The yield is 0.700. (2) The reactants are [F:1][C:2]1[CH:13]=[C:12]([CH:14]2[CH2:18][CH2:17][O:16][CH2:15]2)[C:5]([O:6][CH2:7][C:8](OC)=[O:9])=[C:4]([CH3:19])[CH:3]=1.O.[NH2:21][NH2:22]. The catalyst is C(O)C. The product is [F:1][C:2]1[CH:13]=[C:12]([CH:14]2[CH2:18][CH2:17][O:16][CH2:15]2)[C:5]([O:6][CH2:7][C:8]([NH:21][NH2:22])=[O:9])=[C:4]([CH3:19])[CH:3]=1. The yield is 0.760. (3) The reactants are [CH2:1]([S:8][C:9]1[CH:18]=[C:17]2[C:12]([C:13](Cl)=[N:14][CH:15]=[N:16]2)=[CH:11][CH:10]=1)[C:2]1[CH:7]=[CH:6][CH:5]=[CH:4][CH:3]=1.[Cl:20][C:21]1[CH:22]=[C:23]([C:27]2[CH:32]=[C:31]([O:33][CH3:34])[C:30](B(O)O)=[CH:29][C:28]=2[F:38])[CH:24]=[CH:25][CH:26]=1.C(=O)([O-])[O-].[K+].[K+].O1CCOCC1. The catalyst is C1C=CC([P]([Pd]([P](C2C=CC=CC=2)(C2C=CC=CC=2)C2C=CC=CC=2)([P](C2C=CC=CC=2)(C2C=CC=CC=2)C2C=CC=CC=2)[P](C2C=CC=CC=2)(C2C=CC=CC=2)C2C=CC=CC=2)(C2C=CC=CC=2)C2C=CC=CC=2)=CC=1.O. The product is [CH2:1]([S:8][C:9]1[CH:18]=[C:17]2[C:12]([C:13]([C:30]3[C:31]([O:33][CH3:34])=[CH:32][C:27]([C:23]4[CH:24]=[CH:25][CH:26]=[C:21]([Cl:20])[CH:22]=4)=[C:28]([F:38])[CH:29]=3)=[N:14][CH:15]=[N:16]2)=[CH:11][CH:10]=1)[C:2]1[CH:7]=[CH:6][CH:5]=[CH:4][CH:3]=1. The yield is 0.800. (4) The reactants are [CH2:1]([N:3]1[C:8]([CH3:9])=[C:7]([CH3:10])[CH:6]=[C:5]([C:11]([OH:13])=O)[C:4]1=[O:14])[CH3:2].[CH2:15]([NH2:22])[C:16]1[CH:21]=[CH:20][CH:19]=[CH:18][CH:17]=1.C(N(C(C)C)CC)(C)C.F[P-](F)(F)(F)(F)F.N1(O[P+](N2CCCC2)(N2CCCC2)N2CCCC2)C2C=CC=CC=2N=N1. The catalyst is CN(C=O)C.C(OCC)(=O)C. The product is [CH2:15]([NH:22][C:11]([C:5]1[C:4](=[O:14])[N:3]([CH2:1][CH3:2])[C:8]([CH3:9])=[C:7]([CH3:10])[CH:6]=1)=[O:13])[C:16]1[CH:21]=[CH:20][CH:19]=[CH:18][CH:17]=1. The yield is 0.911.